Dataset: Full USPTO retrosynthesis dataset with 1.9M reactions from patents (1976-2016). Task: Predict the reactants needed to synthesize the given product. (1) Given the product [CH2:16]([O:15][C:13](=[O:14])[CH2:12][O:10][C:6]1[CH:7]=[CH:8][CH:9]=[C:4]([F:3])[CH:5]=1)[CH3:17], predict the reactants needed to synthesize it. The reactants are: [H-].[Na+].[F:3][C:4]1[CH:5]=[C:6]([OH:10])[CH:7]=[CH:8][CH:9]=1.Br[CH2:12][C:13]([O:15][CH2:16][CH3:17])=[O:14]. (2) The reactants are: F[P-](F)(F)(F)(F)F.[N:8]1(O[P+](N(C)C)(N(C)C)N(C)C)C2C=CC=CC=2N=N1.[Cl-].N[C:30]1[CH:38]=[C:37]2[C:33]([CH:34]=[C:35]([C:39]([NH:41][CH2:42][C:43]3[CH:48]=[CH:47][C:46]([Cl:49])=[C:45]([O:50][C:51]4[CH:56]=[C:55]([C:57]#[N:58])[CH:54]=[C:53]([Cl:59])[CH:52]=4)[C:44]=3[F:60])=[O:40])[NH:36]2)=[CH:32][CH:31]=1.[CH3:61][C:62]([O:65][C:66]([NH:68][CH2:69][C:70]([OH:72])=O)=[O:67])([CH3:64])[CH3:63].C(N(C(C)C)CC)(C)C. Given the product [Cl:49][C:46]1[CH:47]=[CH:48][C:43]([CH2:42][NH:41][C:39]([C:35]2[NH:36][C:37]3[C:33]([CH:34]=2)=[CH:32][C:31]([NH:8][C:70](=[O:72])[CH2:69][NH:68][C:66](=[O:67])[O:65][C:62]([CH3:64])([CH3:63])[CH3:61])=[CH:30][CH:38]=3)=[O:40])=[C:44]([F:60])[C:45]=1[O:50][C:51]1[CH:56]=[C:55]([C:57]#[N:58])[CH:54]=[C:53]([Cl:59])[CH:52]=1, predict the reactants needed to synthesize it.